From a dataset of TCR-epitope binding with 47,182 pairs between 192 epitopes and 23,139 TCRs. Binary Classification. Given a T-cell receptor sequence (or CDR3 region) and an epitope sequence, predict whether binding occurs between them. (1) The epitope is VVYRGTTTY. The TCR CDR3 sequence is CASSLGPNNYYGYTF. Result: 0 (the TCR does not bind to the epitope). (2) The epitope is CTELKLSDY. The TCR CDR3 sequence is CASSSHDLAGVKSEQFF. Result: 0 (the TCR does not bind to the epitope). (3) Result: 0 (the TCR does not bind to the epitope). The epitope is IPIQASLPF. The TCR CDR3 sequence is CASSPYLDSSSYNEQFF. (4) The epitope is KAYNVTQAF. The TCR CDR3 sequence is CASSLDRSAEAFF. Result: 1 (the TCR binds to the epitope). (5) The epitope is KTSVDCTMYI. The TCR CDR3 sequence is CASSLRGGNTEAFF. Result: 0 (the TCR does not bind to the epitope). (6) The TCR CDR3 sequence is CASSFGGTTEAFF. The epitope is IVTDFSVIK. Result: 0 (the TCR does not bind to the epitope). (7) The epitope is DRFYKTLRAEQASQEV. The TCR CDR3 sequence is CATRGDPYNEQFF. Result: 0 (the TCR does not bind to the epitope). (8) The epitope is RLDKVEAEV. The TCR CDR3 sequence is CASSQTRTSGLQETQYF. Result: 0 (the TCR does not bind to the epitope).